This data is from B-cell epitopes from IEDB database with 3,159 antigens for binding position prediction. The task is: Token-level Classification. Given an antigen amino acid sequence, predict which amino acid positions are active epitope sites capable of antibody binding. Output is a list of indices for active positions. (1) Given the antigen sequence: MKTALVFAAVVAFVAARFPDHKDYKQLADKQFLAKQRDVLRLFHRVHQHNILNDQVEVGIPMTSKQTSATTVPPSGEAVHGVLQEGHARPRGEPFSVNYEKHREQAIMLYDLLYFANDYDTFYKTACWARDRVNEGMFMYSFSIAVFHRDDMQGVMLPPPYEVYPYLFVDHDVIHMAQKYWMKNAGSGEHHSHVIPVNFTLRTQDHLLAYFTSDVNLNAFNTYYRYYYPSWYNTTLYGHNIDRRGEQFYYTYKQIYARYFLERLSNDLPDVYPFYYSKPVKSAYNPNLRYHNGEEMPVRPSNMYVTNFDLYYIADIKNYEKRVEDAIDFGYAFDEHMKPHSLYHDVHGMEYLADMIEGNMDSPNFYFYGSIYHMYHSMIGHIVDPYHKMGLAPSLEHPETVLRDPVFYQLWKRVDHLFQKYKNRLPRYTHDELAFEGVKVENVDVGKLYTYFEQYDMSLDMAVYVNNVDQISNVDVQLAVRLNHKPFTYNIEVSSDKAQD..., which amino acid positions are active epitope sites? The epitope positions are: [399, 400, 401, 402, 403, 404, 405, 406, 407, 408]. The amino acids at these positions are: TVLRDPVFYQ. (2) Given the antigen sequence: MFKRSVIAMACIFALSACGGGGGGSPDVKSADTLSKPAAPVVSEKETEAKEDAPQAGSQGQGAPSAQGGQDMAAVSEENTGNGGAAATDKPKNEDEGAQNDMPQNAADTDSLTPNHTPASNMPAGNMENQAPDAGESEQPANQPDMANTADGMQGDDPSAGGENAGNTAAQGTNQAENNQTAGSQNPASSTNPSATNSGGDFGRTNVGNSVVIDGPSQNITLTHCKGDSCSGNNFLDEEVQLKSEFEKLSDADKISNYKKDGKNDGKNDGKNDKFVGLVADSVQMKGINQYIIFYKPKPTSFARFRRSARSRRSLPAEMPLIPVNQADTLIVDGEAVSLTGHSGNIFAPEGNYRYLTYGAEKLPGGSYALRVQGEPSKGEMLAGTAVYNGEVLHFHTENGRPSPSRGRFAAKVDFGSKSVDGIIDSGDGLHMGTQKFKAAIDGNGFKGTWTENGGGDVSGKFYGPAGEEVAGKYSYRPTDAEKGGFGVFAGKKEQD, which amino acid positions are active epitope sites? The epitope positions are: [113, 114, 115, 116, 117, 118, 119, 120, 121, 122, 123, 124, 125, 126, 127]. The amino acids at these positions are: PNHTPASNMPAGNME.